From a dataset of Full USPTO retrosynthesis dataset with 1.9M reactions from patents (1976-2016). Predict the reactants needed to synthesize the given product. The reactants are: [I:1][C:2]1[CH:6]=[CH:5][NH:4][N:3]=1.[H-].[Na+].Cl[C:10]1[CH:15]=[CH:14][N:13]=[C:12]([CH3:16])[N:11]=1. Given the product [I:1][C:2]1[CH:6]=[CH:5][N:4]([C:10]2[CH:15]=[CH:14][N:13]=[C:12]([CH3:16])[N:11]=2)[N:3]=1, predict the reactants needed to synthesize it.